Predict the product of the given reaction. From a dataset of Forward reaction prediction with 1.9M reactions from USPTO patents (1976-2016). (1) Given the reactants [CH3:1][O:2][C:3]([C:5]1[CH:34]=[C:8]2[NH:9][C:10]([C:20]3[CH:25]=[CH:24][C:23]([O:26][CH2:27][C:28]4[CH:33]=[CH:32][CH:31]=[CH:30][CH:29]=4)=[CH:22][CH:21]=3)=[C:11]([CH:14]3[CH2:19][CH2:18][CH2:17][CH2:16][CH2:15]3)[C:12](=[O:13])[N:7]2[N:6]=1)=[O:4].CO.[C:37]1(P(C2C=CC=CC=2)C2C=CC=CC=2)C=CC=CC=1.N(C(OC(C)C)=O)=NC(OC(C)C)=O, predict the reaction product. The product is: [CH3:1][O:2][C:3]([C:5]1[CH:34]=[C:8]2[N:9]=[C:10]([C:20]3[CH:21]=[CH:22][C:23]([O:26][CH2:27][C:28]4[CH:29]=[CH:30][CH:31]=[CH:32][CH:33]=4)=[CH:24][CH:25]=3)[C:11]([CH:14]3[CH2:19][CH2:18][CH2:17][CH2:16][CH2:15]3)=[C:12]([O:13][CH3:37])[N:7]2[N:6]=1)=[O:4]. (2) Given the reactants [CH2:1]([O:9][C:10]1[CH:18]=[CH:17][C:13]([C:14]([OH:16])=[O:15])=[CH:12][CH:11]=1)[CH2:2][CH2:3][CH2:4][CH2:5][CH2:6][CH2:7][CH3:8].[OH:19][C:20]1[CH:25]=[CH:24][C:23]([C:26]2[CH:31]=[CH:30][C:29](O)=[CH:28][CH:27]=2)=[CH:22][CH:21]=1.C1CCC(N=C=NC2CCCCC2)CC1, predict the reaction product. The product is: [OH:19][C:20]1[CH:21]=[CH:22][C:23]([C:26]2[CH:31]=[CH:30][C:29]([O:15][C:14](=[O:16])[C:13]3[CH:12]=[CH:11][C:10]([O:9][CH2:1][CH2:2][CH2:3][CH2:4][CH2:5][CH2:6][CH2:7][CH3:8])=[CH:18][CH:17]=3)=[CH:28][CH:27]=2)=[CH:24][CH:25]=1. (3) Given the reactants [Br:1][C:2]1[CH:3]=[CH:4][C:5]([C:8](O)=O)=[N:6][CH:7]=1.Cl.CN(C)CCCN=C=NCC.N1C=CC=CC=1.[NH2:29][C:30]1[C:35]([NH2:36])=[CH:34][C:33]([CH:37]2[CH2:41][CH2:40][CH2:39][N:38]2C(OC(C)(C)C)=O)=[C:32]([O:49][C:50]2[CH:55]=[CH:54][C:53]([S:56]([CH3:59])(=[O:58])=[O:57])=[CH:52][CH:51]=2)[CH:31]=1, predict the reaction product. The product is: [Br:1][C:2]1[CH:3]=[CH:4][C:5]([C:8]2[NH:36][C:35]3[CH:34]=[C:33]([CH:37]4[CH2:41][CH2:40][CH2:39][NH:38]4)[C:32]([O:49][C:50]4[CH:55]=[CH:54][C:53]([S:56]([CH3:59])(=[O:58])=[O:57])=[CH:52][CH:51]=4)=[CH:31][C:30]=3[N:29]=2)=[N:6][CH:7]=1.